From a dataset of Peptide-MHC class I binding affinity with 185,985 pairs from IEDB/IMGT. Regression. Given a peptide amino acid sequence and an MHC pseudo amino acid sequence, predict their binding affinity value. This is MHC class I binding data. (1) The peptide sequence is AVLLHEESM. The MHC is HLA-A24:02 with pseudo-sequence HLA-A24:02. The binding affinity (normalized) is 0.171. (2) The peptide sequence is RQFPTAFEL. The MHC is Mamu-B52 with pseudo-sequence Mamu-B52. The binding affinity (normalized) is 0.632. (3) The peptide sequence is QPFILYAHI. The MHC is HLA-B07:02 with pseudo-sequence HLA-B07:02. The binding affinity (normalized) is 0.0641. (4) The peptide sequence is FTENGPWMY. The MHC is HLA-A26:01 with pseudo-sequence HLA-A26:01. The binding affinity (normalized) is 0.523.